Dataset: M1 muscarinic receptor antagonist screen with 61,756 compounds. Task: Binary Classification. Given a drug SMILES string, predict its activity (active/inactive) in a high-throughput screening assay against a specified biological target. (1) The compound is n1c(CCN(Cc2ccc(cc2)CC)C)cccc1. The result is 1 (active). (2) The molecule is S(=O)(=O)(N1C(CCC1)C(=O)Nc1cc2OCCOc2cc1)c1c2ncccc2ccc1. The result is 0 (inactive). (3) The molecule is O1CCN(CCCN2CNC(=NC2)Nc2nc3c(c(n2)C)cccc3C)CC1. The result is 1 (active). (4) The result is 0 (inactive). The molecule is S=c1n(C2CCN(CC2)C(OCC)=O)c(=O)c2c([nH]1)cc(OCC)c(OCC)c2. (5) The compound is ON\C=C1\c2c(N=C1C)cccc2. The result is 0 (inactive). (6) The compound is O(c1c(c2nnc(NC3CCCCC3)cc2)cccc1)C. The result is 0 (inactive). (7) The compound is O(C1=CC(=O)/C(=c2\[nH]c(ncc2c2ccc(OC)cc2)N)C=C1)CC(C)=C. The result is 0 (inactive). (8) The drug is O(C(=O)C1CCCN(C1)C(=O)c1oc2c(c1)c(nc1c2cccc1)C)CC. The result is 1 (active). (9) The molecule is O=C1N(C(=O)N(C(=O)/C1=C\NC1CC(NC(C1)(C)C)(C)C)C)C. The result is 0 (inactive). (10) The compound is O=C(N(C(C)C)Cc1onc(n1)c1ccc(OC)cc1)C(C)(C)C. The result is 0 (inactive).